Dataset: Full USPTO retrosynthesis dataset with 1.9M reactions from patents (1976-2016). Task: Predict the reactants needed to synthesize the given product. (1) Given the product [CH2:8]([N:10]1[C:15]2[N:16]=[C:17]([S:21][CH3:22])[N:18]=[C:19]([CH3:20])[C:14]=2[CH:13]=[C:12]([C:23]#[N:24])[C:11]1=[O:3])[CH3:9], predict the reactants needed to synthesize it. The reactants are: C(OC(=O)C)(=[O:3])C.[CH2:8]([N:10]1[C:15]2[N:16]=[C:17]([S:21][CH3:22])[N:18]=[C:19]([CH3:20])[C:14]=2[CH:13]=[C:12]([C:23]#[N:24])[C:11]1=N)[CH3:9]. (2) Given the product [F:15][C:16]1[CH:21]=[C:20]([C:2]2[C:3]([O:8][CH:9]3[CH2:14][CH2:13][O:12][CH2:11][CH2:10]3)=[N:4][CH:5]=[CH:6][CH:7]=2)[CH:19]=[CH:18][C:17]=1[C:31]1[CH:36]=[N:35][C:34]([NH2:37])=[N:33][CH:32]=1, predict the reactants needed to synthesize it. The reactants are: Br[C:2]1[C:3]([O:8][CH:9]2[CH2:14][CH2:13][O:12][CH2:11][CH2:10]2)=[N:4][CH:5]=[CH:6][CH:7]=1.[F:15][C:16]1[CH:21]=[C:20](B2OC(C)(C)C(C)(C)O2)[CH:19]=[CH:18][C:17]=1[C:31]1[CH:32]=[N:33][C:34]([NH2:37])=[N:35][CH:36]=1. (3) Given the product [NH2:26][C:25]1[N:17]=[CH:18][N:19]=[C:20]2[C:24]=1[N:23]=[CH:22][N:21]2[CH:14]([C:3]1[N:4]=[C:5]2[CH:12]=[CH:11][CH:10]=[C:9]([CH3:13])[N:6]2[C:7](=[O:8])[C:2]=1[Br:1])[CH3:15], predict the reactants needed to synthesize it. The reactants are: [Br:1][C:2]1[C:7](=[O:8])[N:6]2[C:9]([CH3:13])=[CH:10][CH:11]=[CH:12][C:5]2=[N:4][C:3]=1[CH:14](Cl)[CH3:15].[N:17]1[C:25]([NH2:26])=[C:24]2[C:20]([N:21]=[CH:22][NH:23]2)=[N:19][CH:18]=1.C(=O)([O-])[O-].[K+].[K+].O. (4) Given the product [CH:13]([O:12][C:3]1[CH:4]=[CH:5][C:6]([C:8]([OH:10])=[O:9])=[N:7][C:2]=1[O:17][CH3:16])([CH3:15])[CH3:14], predict the reactants needed to synthesize it. The reactants are: Cl[C:2]1[N:7]=[C:6]([C:8]([O:10]C)=[O:9])[CH:5]=[CH:4][C:3]=1[O:12][CH:13]([CH3:15])[CH3:14].[CH3:16][O-:17].[Na+].O. (5) Given the product [S:17]1[C:21]2[CH:22]=[CH:23][CH:24]=[CH:25][C:20]=2[N:19]=[C:18]1[C:26]1[C:32]([OH:33])=[N:3][C:1]([CH:4]2[CH2:9][CH2:8][N:7]([C:10]([O:12][C:13]([CH3:16])([CH3:15])[CH3:14])=[O:11])[CH2:6][CH2:5]2)=[N:2][C:27]=1[OH:28], predict the reactants needed to synthesize it. The reactants are: [C:1]([CH:4]1[CH2:9][CH2:8][N:7]([C:10]([O:12][C:13]([CH3:16])([CH3:15])[CH3:14])=[O:11])[CH2:6][CH2:5]1)(=[NH:3])[NH2:2].[S:17]1[C:21]2[CH:22]=[CH:23][CH:24]=[CH:25][C:20]=2[N:19]=[C:18]1[CH:26]([C:32](OCC)=[O:33])[C:27](OCC)=[O:28]. (6) Given the product [BrH:1].[F:3][C:4]1[C:11]([OH:12])=[CH:10][CH:9]=[CH:8][C:5]=1[CH2:6][NH2:7], predict the reactants needed to synthesize it. The reactants are: [BrH:1].Cl.[F:3][C:4]1[C:11]([O:12]C)=[CH:10][CH:9]=[CH:8][C:5]=1[CH2:6][NH2:7]. (7) Given the product [C:4]([O:3][C:1](=[O:2])[NH:8][C@@H:9]([C:14]([N:18]1[CH2:21][CH:20]([C:22]#[N:23])[CH2:19]1)=[O:16])[C:10]([CH3:11])([CH3:12])[CH3:13])([CH3:5])([CH3:6])[CH3:7], predict the reactants needed to synthesize it. The reactants are: [C:1]([NH:8][C@@H:9]([C:14]([OH:16])=O)[C:10]([CH3:13])([CH3:12])[CH3:11])([O:3][C:4]([CH3:7])([CH3:6])[CH3:5])=[O:2].Cl.[NH:18]1[CH2:21][CH:20]([C:22]#[N:23])[CH2:19]1.C(N(CC)C(C)C)(C)C.CN(C(ON1N=NC2C=CC=NC1=2)=[N+](C)C)C.F[P-](F)(F)(F)(F)F.